This data is from Full USPTO retrosynthesis dataset with 1.9M reactions from patents (1976-2016). The task is: Predict the reactants needed to synthesize the given product. The reactants are: I[C:2]1[CH:3]=[C:4]([CH:7]=[CH:8][C:9]=1[O:10][CH3:11])[CH:5]=[O:6].C(N(CC)CC)C.[CH:19]#[C:20][CH2:21][CH2:22][CH2:23][CH3:24]. Given the product [C:19]([C:2]1[CH:3]=[C:4]([CH:7]=[CH:8][C:9]=1[O:10][CH3:11])[CH:5]=[O:6])#[C:20][CH2:21][CH2:22][CH2:23][CH3:24], predict the reactants needed to synthesize it.